Dataset: Catalyst prediction with 721,799 reactions and 888 catalyst types from USPTO. Task: Predict which catalyst facilitates the given reaction. (1) Reactant: [Cl:1][C:2]1[CH:21]=[CH:20][C:5]([NH:6][C:7]2[C:16]3[C:11](=[CH:12][C:13]([OH:19])=[C:14]([O:17][CH3:18])[CH:15]=3)[N:10]=[CH:9][N:8]=2)=[C:4]([F:22])[CH:3]=1.Cl.Cl[CH2:25][CH2:26][O:27][C:28]1[CH:33]=[CH:32][N:31]=[CH:30][CH:29]=1.C(=O)([O-])[O-].[K+].[K+]. Product: [Cl:1][C:2]1[CH:21]=[CH:20][C:5]([NH:6][C:7]2[C:16]3[C:11](=[CH:12][C:13]([O:19][CH2:25][CH2:26][O:27][C:28]4[CH:33]=[CH:32][N:31]=[CH:30][CH:29]=4)=[C:14]([O:17][CH3:18])[CH:15]=3)[N:10]=[CH:9][N:8]=2)=[C:4]([F:22])[CH:3]=1. The catalyst class is: 179. (2) Reactant: Cl[C:2](=[O:9])[CH2:3][C:4]([O:6][CH2:7][CH3:8])=[O:5].[NH2:10][C:11]1[C:12]([C:25]([O:27][CH2:28][CH3:29])=[O:26])=[N:13][CH:14]=[C:15]([CH2:17][C:18]2[CH:23]=[CH:22][C:21]([F:24])=[CH:20][CH:19]=2)[CH:16]=1. Product: [CH2:7]([O:6][C:4](=[O:5])[CH2:3][C:2]([NH:10][C:11]1[C:12]([C:25]([O:27][CH2:28][CH3:29])=[O:26])=[N:13][CH:14]=[C:15]([CH2:17][C:18]2[CH:19]=[CH:20][C:21]([F:24])=[CH:22][CH:23]=2)[CH:16]=1)=[O:9])[CH3:8]. The catalyst class is: 26. (3) Product: [C:1]([C:5]1[CH:10]=[CH:9][CH:8]=[CH:7][C:6]=1[N:11]1[CH2:16][CH2:15][N:14]([C:17](=[O:29])[C:18]([N:20]2[CH2:24][CH2:23][CH:22]([C:25]([OH:27])=[O:26])[CH2:21]2)=[O:19])[CH2:13][CH2:12]1)([CH3:4])([CH3:2])[CH3:3]. Reactant: [C:1]([C:5]1[CH:10]=[CH:9][CH:8]=[CH:7][C:6]=1[N:11]1[CH2:16][CH2:15][N:14]([C:17](=[O:29])[C:18]([N:20]2[CH2:24][CH2:23][CH:22]([C:25]([O:27]C)=[O:26])[CH2:21]2)=[O:19])[CH2:13][CH2:12]1)([CH3:4])([CH3:3])[CH3:2].[Li+].[OH-].Cl. The catalyst class is: 7.